This data is from Forward reaction prediction with 1.9M reactions from USPTO patents (1976-2016). The task is: Predict the product of the given reaction. Given the reactants [Br:1][CH2:2][CH2:3][CH2:4][CH2:5][C:6]1[CH:11]=[CH:10][C:9]([CH2:12][CH2:13][CH2:14][CH3:15])=[CH:8][CH:7]=1.[CH2:16]1[C:25]2[C:20](=[CH:21][CH:22]=[CH:23][CH:24]=2)[CH2:19][CH2:18][NH:17]1, predict the reaction product. The product is: [Br-:1].[CH2:12]([C:9]1[CH:10]=[CH:11][C:6]([CH2:5][CH2:4][CH2:3][CH2:2][N+:17]2[CH:18]=[CH:19][C:20]3[CH2:21][CH2:22][CH2:23][CH2:24][C:25]=3[CH:16]=2)=[CH:7][CH:8]=1)[CH2:13][CH2:14][CH3:15].